Task: Regression. Given a peptide amino acid sequence and an MHC pseudo amino acid sequence, predict their binding affinity value. This is MHC class II binding data.. Dataset: Peptide-MHC class II binding affinity with 134,281 pairs from IEDB (1) The peptide sequence is APYVAWMRATAIQAE. The MHC is HLA-DQA10401-DQB10402 with pseudo-sequence HLA-DQA10401-DQB10402. The binding affinity (normalized) is 0.223. (2) The peptide sequence is DDLMIRVIAQGPTAT. The MHC is DRB1_0405 with pseudo-sequence DRB1_0405. The binding affinity (normalized) is 0.177. (3) The peptide sequence is RNVFDEVIPTAFKIG. The MHC is DRB1_0802 with pseudo-sequence DRB1_0802. The binding affinity (normalized) is 0.306.